From a dataset of Full USPTO retrosynthesis dataset with 1.9M reactions from patents (1976-2016). Predict the reactants needed to synthesize the given product. (1) Given the product [NH2:1][CH:2]([C:7]1[CH:12]=[CH:11][C:10]([O:13][C:14]([F:17])([F:16])[F:15])=[CH:9][CH:8]=1)[C:3]([NH2:18])=[O:4], predict the reactants needed to synthesize it. The reactants are: [NH2:1][CH:2]([C:7]1[CH:12]=[CH:11][C:10]([O:13][C:14]([F:17])([F:16])[F:15])=[CH:9][CH:8]=1)[C:3](OC)=[O:4].[NH3:18]. (2) Given the product [Br:1][C:2]1[CH:3]=[C:4]([NH2:21])[C:5]2[C:6]([F:20])=[N:7][N:8]([S:11]([C:14]3[CH:19]=[CH:18][CH:17]=[CH:16][CH:15]=3)(=[O:12])=[O:13])[C:9]=2[CH:10]=1, predict the reactants needed to synthesize it. The reactants are: [Br:1][C:2]1[CH:10]=[C:9]2[C:5]([C:6]([F:20])=[N:7][N:8]2[S:11]([C:14]2[CH:19]=[CH:18][CH:17]=[CH:16][CH:15]=2)(=[O:13])=[O:12])=[C:4]([N+:21]([O-])=O)[CH:3]=1. (3) Given the product [Cl:18][C:19]1[CH:20]=[CH:21][C:22]([F:47])=[C:23]([C:25]([CH:27]2[CH2:32][CH2:31][N:30]([C:33]3[N:38]=[C:37]4[CH2:39][N:40]([CH3:2])[CH2:41][CH2:42][C:36]4=[N:35][C:34]=3[NH:43][CH:44]([CH3:45])[CH3:46])[CH2:29][CH2:28]2)=[O:26])[CH:24]=1.[C:12]([OH:13])([C:14]([F:17])([F:16])[F:15])=[O:11], predict the reactants needed to synthesize it. The reactants are: [Na].[CH3:2]CN(C(C)C)C(C)C.[OH:11][C:12]([C:14]([F:17])([F:16])[F:15])=[O:13].[Cl:18][C:19]1[CH:20]=[CH:21][C:22]([F:47])=[C:23]([C:25]([CH:27]2[CH2:32][CH2:31][N:30]([C:33]3[N:38]=[C:37]4[CH2:39][NH:40][CH2:41][CH2:42][C:36]4=[N:35][C:34]=3[NH:43][CH:44]([CH3:46])[CH3:45])[CH2:29][CH2:28]2)=[O:26])[CH:24]=1.C=O. (4) Given the product [CH3:7][N:8]1[C:9](=[O:21])[C:10]2[C:15](=[CH:14][CH:13]=[C:1]([C:2]([Cl:4])=[O:3])[CH:11]=2)[C:16]1=[O:17], predict the reactants needed to synthesize it. The reactants are: [C:1](Cl)(=O)[C:2]([Cl:4])=[O:3].[CH3:7][N:8]1[C:16](=[O:17])[C:15]2[C:10](=[CH:11]C=[C:13](C(O)=O)[CH:14]=2)[C:9]1=[O:21].CN(C)C=O. (5) Given the product [Br:1][C:2]1[CH:3]=[C:4]([CH:11]=[CH:12][C:13]=1[CH3:14])[C:5]([N:7]([CH:8]1[CH2:9][CH2:10]1)[CH3:17])=[O:6], predict the reactants needed to synthesize it. The reactants are: [Br:1][C:2]1[CH:3]=[C:4]([CH:11]=[CH:12][C:13]=1[CH3:14])[C:5]([NH:7][CH:8]1[CH2:10][CH2:9]1)=[O:6].[H-].[Na+].[CH3:17]I. (6) Given the product [Cl:11][C:5]1[CH:4]=[CH:3][C:2]([NH:1][C:21]([NH:20][C:16]2[CH:17]=[CH:18][CH:19]=[C:14]([C:13]([F:12])([F:23])[F:24])[CH:15]=2)=[O:22])=[CH:10][C:6]=1[C:7]([OH:9])=[O:8], predict the reactants needed to synthesize it. The reactants are: [NH2:1][C:2]1[CH:3]=[CH:4][C:5]([Cl:11])=[C:6]([CH:10]=1)[C:7]([OH:9])=[O:8].[F:12][C:13]([F:24])([F:23])[C:14]1[CH:19]=[CH:18][CH:17]=[C:16]([N:20]=[C:21]=[O:22])[CH:15]=1.C([O-])(O)=O.[Na+].